Dataset: Forward reaction prediction with 1.9M reactions from USPTO patents (1976-2016). Task: Predict the product of the given reaction. (1) Given the reactants CC1C=CC(S(O[CH2:12][CH:13]2[CH2:17][C:16]3[CH:18]=[CH:19][CH:20]=[C:21]([C:22]4[C:27]([F:28])=[CH:26][CH:25]=[CH:24][C:23]=4[F:29])[C:15]=3[O:14]2)(=O)=O)=CC=1.[N-:30]=[N+:31]=[N-:32].[Na+].N(CC1CC2C=C(Cl)C=C(C3C=CSC=3)C=2O1)=[N+]=[N-], predict the reaction product. The product is: [F:29][C:23]1[CH:24]=[CH:25][CH:26]=[C:27]([F:28])[C:22]=1[C:21]1[C:15]2[O:14][CH:13]([CH2:12][N:30]=[N+:31]=[N-:32])[CH2:17][C:16]=2[CH:18]=[CH:19][CH:20]=1. (2) Given the reactants Cl.Cl.[NH2:3][C:4]1[CH:5]=[C:6]([NH:10][C:11](=[O:27])[CH2:12][N:13]2[CH2:18][CH2:17][CH:16]([CH2:19][C:20]3[CH:25]=[CH:24][C:23]([F:26])=[CH:22][CH:21]=3)[CH2:15][CH2:14]2)[CH:7]=[CH:8][CH:9]=1.[CH3:28][S:29]([Cl:32])(=[O:31])=[O:30], predict the reaction product. The product is: [F:26][C:23]1[CH:24]=[CH:25][C:20]([CH2:19][CH:16]2[CH2:15][CH2:14][N:13]([CH2:12][C:11]([NH2:10])=[O:27])[CH2:18][CH2:17]2)=[CH:21][CH:22]=1.[ClH:32].[CH3:28][S:29]([NH:3][C:4]1[CH:5]=[C:6]([NH:10][C:11](=[O:27])[CH3:12])[CH:7]=[CH:8][CH:9]=1)(=[O:31])=[O:30]. (3) The product is: [CH:17]12[CH2:23][CH:20]([CH:21]=[CH:22]1)[CH2:19][CH:18]2[CH2:24][N:11]1[CH2:12][CH2:13][N:8]([C:6]2[CH:7]=[C:2]([Cl:1])[CH:3]=[CH:4][C:5]=2[O:15][CH3:16])[CH2:9][CH:10]1[CH3:14]. Given the reactants [Cl:1][C:2]1[CH:3]=[CH:4][C:5]([O:15][CH3:16])=[C:6]([N:8]2[CH2:13][CH2:12][NH:11][CH:10]([CH3:14])[CH2:9]2)[CH:7]=1.[CH:17]12[CH2:23][CH:20]([CH:21]=[CH:22]1)[CH2:19][CH:18]2[CH:24]=O.C(O[BH-](OC(=O)C)OC(=O)C)(=O)C.[Na+], predict the reaction product. (4) Given the reactants C1([O:7][C:8](=O)[NH:9][C:10]2[CH:15]=[C:14]([C:16]([CH3:19])([CH3:18])[CH3:17])[CH:13]=[C:12]([NH:20][S:21]([CH3:24])(=[O:23])=[O:22])[C:11]=2[O:25][CH3:26])C=CC=CC=1.[NH2:28][C:29]1[C:38]2[C:33](=[CH:34][CH:35]=[CH:36][CH:37]=2)[C:32]([O:39][C:40]2[CH:45]=[CH:44][N:43]=[C:42]([NH:46][C:47]3[CH:48]=[C:49]([CH:62]=[C:63]([O:65][CH3:66])[CH:64]=3)[C:50]([NH:52][CH2:53][CH2:54][CH2:55][N:56]3[CH2:61][CH2:60][O:59][CH2:58][CH2:57]3)=[O:51])[CH:41]=2)=[CH:31][CH:30]=1.C(N(CC)CC)C, predict the reaction product. The product is: [C:16]([C:14]1[CH:13]=[C:12]([NH:20][S:21]([CH3:24])(=[O:23])=[O:22])[C:11]([O:25][CH3:26])=[C:10]([NH:9][C:8](=[O:7])[NH:28][C:29]2[C:38]3[C:33](=[CH:34][CH:35]=[CH:36][CH:37]=3)[C:32]([O:39][C:40]3[CH:45]=[CH:44][N:43]=[C:42]([NH:46][C:47]4[CH:48]=[C:49]([CH:62]=[C:63]([O:65][CH3:66])[CH:64]=4)[C:50]([NH:52][CH2:53][CH2:54][CH2:55][N:56]4[CH2:61][CH2:60][O:59][CH2:58][CH2:57]4)=[O:51])[CH:41]=3)=[CH:31][CH:30]=2)[CH:15]=1)([CH3:19])([CH3:17])[CH3:18]. (5) Given the reactants [Cl:1][C:2]1[CH:7]=[CH:6][C:5]([C:8]2[CH:13]=[CH:12][C:11]([NH:14][C:15](=[O:26])/[CH:16]=[CH:17]/[C:18]3[CH:23]=[CH:22][C:21]([CH:24]=[O:25])=[CH:20][CH:19]=3)=[CH:10][CH:9]=2)=[CH:4][CH:3]=1.C(O)(=O)C.C(O[BH-](OC(=O)C)OC(=O)C)(=O)C.[Na+].O, predict the reaction product. The product is: [Cl:1][C:2]1[CH:7]=[CH:6][C:5]([C:8]2[CH:9]=[CH:10][C:11]([NH:14][C:15](=[O:26])/[CH:16]=[CH:17]/[C:18]3[CH:19]=[CH:20][C:21]([CH2:24][OH:25])=[CH:22][CH:23]=3)=[CH:12][CH:13]=2)=[CH:4][CH:3]=1. (6) Given the reactants [CH:1]([NH:3][C:4]1[CH:9]=[CH:8][C:7]([CH:10]([C:20]2[CH:25]=[CH:24][C:23]([NH:26][CH:27]=O)=[CH:22][CH:21]=2)[C:11]2[CH:16]=[CH:15][C:14]([NH:17][CH:18]=O)=[CH:13][CH:12]=2)=[CH:6][CH:5]=1)=O.[H-].[Al+3].[Li+].[H-].[H-].[H-].O, predict the reaction product. The product is: [CH3:18][NH:17][C:14]1[CH:13]=[CH:12][C:11]([CH:10]([C:7]2[CH:6]=[CH:5][C:4]([NH:3][CH3:1])=[CH:9][CH:8]=2)[C:20]2[CH:25]=[CH:24][C:23]([NH:26][CH3:27])=[CH:22][CH:21]=2)=[CH:16][CH:15]=1.